From a dataset of Full USPTO retrosynthesis dataset with 1.9M reactions from patents (1976-2016). Predict the reactants needed to synthesize the given product. (1) Given the product [C:1]([O:4][CH2:5][C:6]1[C:11]([N:12]2[C:13](=[O:25])[C:14]3[S:20][C:19]4[CH2:21][CH2:22][CH2:23][CH2:24][C:18]=4[C:15]=3[CH2:16][CH2:17]2)=[CH:10][C:9]([F:26])=[CH:8][C:7]=1[C:37]1[N:45]=[C:44]2[C:40]([N:41]=[CH:42][N:43]2[CH2:46][O:47][CH2:48][CH2:49][Si:50]([CH3:51])([CH3:52])[CH3:53])=[C:39]([NH:54][C:55]2[CH:56]=[CH:57][C:58]([N:61]3[CH2:66][CH2:65][N:64]([CH:67]4[CH2:68][O:69][CH2:70]4)[CH2:63][CH2:62]3)=[CH:59][CH:60]=2)[N:38]=1)(=[O:3])[CH3:2], predict the reactants needed to synthesize it. The reactants are: [C:1]([O:4][CH2:5][C:6]1[C:11]([N:12]2[CH2:17][CH2:16][C:15]3[C:18]4[CH2:24][CH2:23][CH2:22][CH2:21][C:19]=4[S:20][C:14]=3[C:13]2=[O:25])=[CH:10][C:9]([F:26])=[CH:8][C:7]=1B1OC(C)(C)C(C)(C)O1)(=[O:3])[CH3:2].I[C:37]1[N:45]=[C:44]2[C:40]([N:41]=[CH:42][N:43]2[CH2:46][O:47][CH2:48][CH2:49][Si:50]([CH3:53])([CH3:52])[CH3:51])=[C:39]([NH:54][C:55]2[CH:60]=[CH:59][C:58]([N:61]3[CH2:66][CH2:65][N:64]([CH:67]4[CH2:70][O:69][CH2:68]4)[CH2:63][CH2:62]3)=[CH:57][CH:56]=2)[N:38]=1.[O-]P([O-])([O-])=O.[K+].[K+].[K+].C([O-])(=O)C.[Na+]. (2) Given the product [CH3:13][N:5]1[C:4]2[N:3]=[C:2]([Br:1])[N:10]([CH2:24][C:25]#[C:26][CH3:27])[C:9]=2[C:8](=[O:11])[NH:7][C:6]1=[O:12], predict the reactants needed to synthesize it. The reactants are: [Br:1][C:2]1[NH:10][C:9]2[C:8](=[O:11])[NH:7][C:6](=[O:12])[N:5]([CH3:13])[C:4]=2[N:3]=1.C(N(CC)C(C)C)(C)C.Br[CH2:24][C:25]#[C:26][CH3:27].O. (3) Given the product [Cl:28][C:29]1[CH:30]=[C:31]([CH:39]=[CH:40][C:41]=1[Cl:42])[O:32][CH:33]1[CH2:38][CH2:37][N:36]([C:10]([C@@H:9]([NH:8][C:6](=[O:7])[O:5][C:1]([CH3:2])([CH3:3])[CH3:4])[CH:13]([CH3:15])[CH3:14])=[O:12])[CH2:35][CH2:34]1, predict the reactants needed to synthesize it. The reactants are: [C:1]([O:5][C:6]([NH:8][C@@H:9]([CH:13]([CH3:15])[CH3:14])[C:10]([OH:12])=O)=[O:7])([CH3:4])([CH3:3])[CH3:2].Cl.C(N=C=NCCCN(C)C)C.[Cl:28][C:29]1[CH:30]=[C:31]([CH:39]=[CH:40][C:41]=1[Cl:42])[O:32][CH:33]1[CH2:38][CH2:37][NH:36][CH2:35][CH2:34]1.C([O-])(O)=O.[Na+]. (4) The reactants are: [CH2:1]([O:8][C:9]1[C:10]([C:22]([O:24]CC2C=CC=CC=2)=[O:23])=[N:11][CH:12]=[N:13][C:14]=1[C:15]1[CH:20]=[CH:19][C:18]([CH3:21])=[CH:17][CH:16]=1)[C:2]1[CH:7]=[CH:6][CH:5]=[CH:4][CH:3]=1.O.[OH-].[Li+]. Given the product [CH2:1]([O:8][C:9]1[C:10]([C:22]([OH:24])=[O:23])=[N:11][CH:12]=[N:13][C:14]=1[C:15]1[CH:20]=[CH:19][C:18]([CH3:21])=[CH:17][CH:16]=1)[C:2]1[CH:7]=[CH:6][CH:5]=[CH:4][CH:3]=1, predict the reactants needed to synthesize it. (5) Given the product [NH:17]1[C:18]2[C:23](=[CH:22][CH:21]=[CH:20][CH:19]=2)[C:15]([CH:14]=[CH:13][C:11]2[CH:12]=[C:7]([N:1]3[CH2:2][CH2:3][O:4][CH2:5][CH2:6]3)[CH:8]=[CH:9][C:10]=2[NH2:24])=[N:16]1, predict the reactants needed to synthesize it. The reactants are: [N:1]1([C:7]2[CH:8]=[CH:9][C:10]([N+:24]([O-])=O)=[C:11]([CH:13]=[CH:14][C:15]3[C:23]4[C:18](=[CH:19][CH:20]=[CH:21][CH:22]=4)[NH:17][N:16]=3)[CH:12]=2)[CH2:6][CH2:5][O:4][CH2:3][CH2:2]1.[Sn].Cl. (6) Given the product [Cl:13][C:14]1[C:23]([C:28]([OH:30])=[O:29])=[CH:22][C:21]2[C:16](=[CH:17][CH:18]=[C:19]([C:24]([F:26])([F:25])[F:27])[CH:20]=2)[N:15]=1, predict the reactants needed to synthesize it. The reactants are: C(NC(C)C)(C)C.[Li]CCCC.[Cl:13][C:14]1[CH:23]=[CH:22][C:21]2[C:16](=[CH:17][CH:18]=[C:19]([C:24]([F:27])([F:26])[F:25])[CH:20]=2)[N:15]=1.[C:28](=[O:30])=[O:29]. (7) The reactants are: [NH2:1][C:2]1[C:10]([C:11]([F:14])([F:13])[F:12])=[CH:9][CH:8]=[CH:7][C:3]=1[C:4]([OH:6])=O.[CH3:15][NH2:16].[CH:17]1([N:21]2[CH2:26][CH2:25][CH:24]([O:27][C:28]3[CH:35]=[CH:34][C:31]([CH:32]=O)=[CH:30][CH:29]=3)[CH2:23][CH2:22]2)[CH2:20][CH2:19][CH2:18]1. Given the product [CH:17]1([N:21]2[CH2:26][CH2:25][CH:24]([O:27][C:28]3[CH:35]=[CH:34][C:31]([C:32]4[N:16]([CH3:15])[C:4](=[O:6])[C:3]5[C:2](=[C:10]([C:11]([F:14])([F:13])[F:12])[CH:9]=[CH:8][CH:7]=5)[N:1]=4)=[CH:30][CH:29]=3)[CH2:23][CH2:22]2)[CH2:20][CH2:19][CH2:18]1, predict the reactants needed to synthesize it.